This data is from Catalyst prediction with 721,799 reactions and 888 catalyst types from USPTO. The task is: Predict which catalyst facilitates the given reaction. (1) Reactant: [H-].[Na+].COC1C=C(C=C(OC)C=1)O[C@@H]([C@@:13]1([C:26]2[CH:31]=[CH:30][CH:29]=[CH:28][CH:27]=2)[NH:19][CH2:18][C:17](=[O:20])[N:16]([CH3:21])[C:15]2[CH:22]=[CH:23][CH:24]=[CH:25][C:14]1=2)C(O)=O.BrC[C:39]([O:41][CH2:42][CH3:43])=[O:40]. Product: [CH2:42]([O:41][C:39](=[O:40])[CH2:21][N:16]1[C:15]2[CH:22]=[CH:23][CH:24]=[CH:25][C:14]=2[C:13]([C:26]2[CH:31]=[CH:30][CH:29]=[CH:28][CH:27]=2)=[N:19][CH2:18][C:17]1=[O:20])[CH3:43]. The catalyst class is: 499. (2) Reactant: [Br:1][C:2]1[CH:3]=[C:4]2[C:9](=[CH:10][CH:11]=1)[N:8]([CH:12]=O)[CH2:7][CH2:6][C:5]2([CH3:15])[CH3:14].[CH2:16]([Mg]Br)[CH3:17].C(OCC)C. Product: [Br:1][C:2]1[CH:3]=[C:4]2[C:9](=[CH:10][CH:11]=1)[N:8]([CH:12]1[CH2:17][CH2:16]1)[CH2:7][CH2:6][C:5]2([CH3:15])[CH3:14]. The catalyst class is: 7. (3) Reactant: [CH:1](=[O:6])[C:2]([CH3:5])([CH3:4])[CH3:3].[N+:7]([CH3:10])([O-:9])=[O:8].[OH-].[Na+]. Product: [CH3:3][C:2]([CH3:5])([CH3:4])[CH:1]([OH:6])[CH2:10][N+:7]([O-:9])=[O:8]. The catalyst class is: 5. (4) Reactant: [F:1][C:2]1[CH:3]=[C:4]([C@H:8]([N:13]2[C:21]3[C:16](=[CH:17][CH:18]=[CH:19][CH:20]=3)[CH:15]=[CH:14]2)[C@H:9]([OH:12])[CH2:10]O)[CH:5]=[CH:6][CH:7]=1.C1(C)C=CC(S(Cl)(=O)=O)=CC=1.[N:33]1[CH:38]=[CH:37][CH:36]=CC=1. Product: [CH:38]1([NH:33][CH2:10][C@@H:9]([OH:12])[C@H:8]([C:4]2[CH:5]=[CH:6][CH:7]=[C:2]([F:1])[CH:3]=2)[N:13]2[C:21]3[C:16](=[CH:17][CH:18]=[CH:19][CH:20]=3)[CH:15]=[CH:14]2)[CH2:36][CH2:37]1. The catalyst class is: 13. (5) Reactant: [Cl:1][C:2]1[C:11]([O:12][CH2:13][C:14]2[CH:19]=[CH:18][C:17]([O:20][CH3:21])=[CH:16][CH:15]=2)=[C:10]([O:22][CH2:23][C:24]2[CH:29]=[CH:28][C:27]([O:30][CH3:31])=[CH:26][CH:25]=2)[CH:9]=[C:8]2[C:3]=1[C:4](=[O:37])[C:5]([C:34]([OH:36])=O)=[CH:6][N:7]2[CH2:32][CH3:33].CN(C(ON1N=NC2C=CC=NC1=2)=[N+](C)C)C.F[P-](F)(F)(F)(F)F.CCN(C(C)C)C(C)C.[N:71]1([CH2:76][CH2:77][NH2:78])[CH2:75][CH2:74][CH2:73][CH2:72]1. Product: [Cl:1][C:2]1[C:11]([O:12][CH2:13][C:14]2[CH:19]=[CH:18][C:17]([O:20][CH3:21])=[CH:16][CH:15]=2)=[C:10]([O:22][CH2:23][C:24]2[CH:25]=[CH:26][C:27]([O:30][CH3:31])=[CH:28][CH:29]=2)[CH:9]=[C:8]2[C:3]=1[C:4](=[O:37])[C:5]([C:34]([NH:78][CH2:77][CH2:76][N:71]1[CH2:75][CH2:74][CH2:73][CH2:72]1)=[O:36])=[CH:6][N:7]2[CH2:32][CH3:33]. The catalyst class is: 9. (6) Reactant: [NH2:1][C:2]1[N:7]=[C:6]([C:8]2[O:9][CH:10]=[CH:11][CH:12]=2)[C:5]([C:13]#[N:14])=[C:4](S(C)=O)[N:3]=1.Cl.[NH2:19][CH2:20][CH2:21][NH:22][C:23]1[CH:28]=[CH:27][C:26]([Cl:29])=[CH:25][N:24]=1.C1CCN2C(=NCCC2)CC1. Product: [NH2:1][C:2]1[N:3]=[C:4]([NH:19][CH2:20][CH2:21][NH:22][C:23]2[CH:28]=[CH:27][C:26]([Cl:29])=[CH:25][N:24]=2)[C:5]([C:13]#[N:14])=[C:6]([C:8]2[O:9][CH:10]=[CH:11][CH:12]=2)[N:7]=1. The catalyst class is: 57. (7) Reactant: [S:1]([N:11]1[C:15]2[N:16]=[CH:17][C:18]3[N:19]([CH:20]=[N:21][N:22]=3)[C:14]=2[CH:13]=[CH:12]1)([C:4]1[CH:10]=[CH:9][C:7]([CH3:8])=[CH:6][CH:5]=1)(=[O:3])=[O:2].CN(C(ON1N=NC2C=CC=NC1=2)=[N+](C)C)C.F[P-](F)(F)(F)(F)F.CCN(C(C)C)C(C)C.Cl[C:57]1[C:58](=[O:69])[C:59](C#N)=[C:60]([C:65]#N)[C:61](=O)[C:62]=1Cl. Product: [CH2:61]([CH:60]1[CH:65]([C:20]2[N:19]3[C:14]4[CH:13]=[CH:12][N:11]([S:1]([C:4]5[CH:10]=[CH:9][C:7]([CH3:8])=[CH:6][CH:5]=5)(=[O:2])=[O:3])[C:15]=4[N:16]=[CH:17][C:18]3=[N:22][N:21]=2)[CH2:57][CH:58]([OH:69])[CH2:59]1)[CH3:62]. The catalyst class is: 34.